This data is from Catalyst prediction with 721,799 reactions and 888 catalyst types from USPTO. The task is: Predict which catalyst facilitates the given reaction. Reactant: [CH3:1][O:2][C:3]1[CH:42]=[C:41]([O:43][CH3:44])[CH:40]=[CH:39][C:4]=1[CH2:5][NH:6][C:7]1[C:8]2[CH:15]=[CH:14][N:13]([C@H:16]3[C@@H:20]4[O:21][C:22]([CH3:25])([CH3:24])[O:23][C@@H:19]4[C@@H:18]([CH2:26][NH:27][CH:28]4[CH2:31][CH:30]([CH2:32][CH2:33][C:34]([O:36][CH2:37][CH3:38])=[O:35])[CH2:29]4)[CH2:17]3)[C:9]=2[N:10]=[CH:11][N:12]=1.C([BH3-])#N.[Na+].[C:49]1(=O)[CH2:52][CH2:51][CH2:50]1.C([O-])(O)=O.[Na+]. Product: [CH:49]1([N:27]([CH2:26][C@@H:18]2[C@@H:19]3[C@@H:20]([O:21][C:22]([CH3:25])([CH3:24])[O:23]3)[C@H:16]([N:13]3[C:9]4[N:10]=[CH:11][N:12]=[C:7]([NH:6][CH2:5][C:4]5[CH:39]=[CH:40][C:41]([O:43][CH3:44])=[CH:42][C:3]=5[O:2][CH3:1])[C:8]=4[CH:15]=[CH:14]3)[CH2:17]2)[CH:28]2[CH2:29][CH:30]([CH2:32][CH2:33][C:34]([O:36][CH2:37][CH3:38])=[O:35])[CH2:31]2)[CH2:52][CH2:51][CH2:50]1. The catalyst class is: 467.